This data is from Peptide-MHC class II binding affinity with 134,281 pairs from IEDB. The task is: Regression. Given a peptide amino acid sequence and an MHC pseudo amino acid sequence, predict their binding affinity value. This is MHC class II binding data. The peptide sequence is DVKFPGGGQIVGNVY. The MHC is HLA-DQA10501-DQB10301 with pseudo-sequence HLA-DQA10501-DQB10301. The binding affinity (normalized) is 0.705.